Dataset: Reaction yield outcomes from USPTO patents with 853,638 reactions. Task: Predict the reaction yield, written as a fraction of the theoretical maximum amount of product (1.0 means a 100% yield; for example, 0.34 means a 34% yield). (1) The product is [Cl:22][S:14]([CH2:2][CH2:3][CH2:4][CH2:5][CH2:6][CH2:7][CH2:8][C:9]([O:11][CH2:12][CH3:13])=[O:10])(=[O:17])=[O:15]. The yield is 0.850. The reactants are Br[CH2:2][CH2:3][CH2:4][CH2:5][CH2:6][CH2:7][CH2:8][C:9]([O:11][CH2:12][CH3:13])=[O:10].[S:14]([O-:17])([O-])=[O:15].[Na+].[Na+].S(Cl)([Cl:22])=O.C(OCC)(=O)C. The catalyst is C(O)C.O. (2) The reactants are [N:1]1[CH:6]=[CH:5][CH:4]=[C:3]([N:7]2[CH2:13][C:12]3[CH:14]=[CH:15][C:16]([C:18]([O:20]C)=O)=[CH:17][C:11]=3[O:10][CH2:9][CH2:8]2)[CH:2]=1.[NH2:22][OH:23].[OH-].[Na+]. The catalyst is C1COCC1.CO. The product is [OH:23][NH:22][C:18]([C:16]1[CH:15]=[CH:14][C:12]2[CH2:13][N:7]([C:3]3[CH:2]=[N:1][CH:6]=[CH:5][CH:4]=3)[CH2:8][CH2:9][O:10][C:11]=2[CH:17]=1)=[O:20]. The yield is 0.0600. (3) The reactants are [O:1]1[C:10]2[C:5](=[CH:6][CH:7]=[CH:8][CH:9]=2)[CH:4]=[CH:3][CH2:2]1. The catalyst is [Pd].C(O)(=O)C. The product is [O:1]1[C:10]2[C:5](=[CH:6][CH:7]=[CH:8][CH:9]=2)[CH2:4][CH2:3][CH2:2]1. The yield is 0.980. (4) The reactants are [CH2:1]([NH:3][C:4](=[O:12])[C:5]1[CH:10]=[CH:9][C:8](F)=[CH:7][CH:6]=1)[CH3:2].[NH:13]1[CH2:18][CH2:17][NH:16][CH2:15][CH2:14]1. No catalyst specified. The product is [CH2:1]([NH:3][C:4](=[O:12])[C:5]1[CH:10]=[CH:9][C:8]([N:13]2[CH2:18][CH2:17][NH:16][CH2:15][CH2:14]2)=[CH:7][CH:6]=1)[CH3:2]. The yield is 0.770. (5) The reactants are CS(Cl)(=O)=O.[CH2:6]([S:8]([C:11]1[CH:12]=[C:13]([C:17]2[CH:25]=[C:24]([CH2:26]O)[CH:23]=[C:22]3[C:18]=2[C:19]2[CH:31]=[C:30]([CH3:32])[CH:29]=[N:28][C:20]=2[NH:21]3)[CH:14]=[CH:15][CH:16]=1)(=[O:10])=[O:9])[CH3:7].[CH:33]([N:36](C(C)C)[CH2:37]C)(C)C.CNC. The catalyst is C1COCC1. The product is [CH2:6]([S:8]([C:11]1[CH:12]=[C:13]([C:17]2[CH:25]=[C:24]([CH2:26][N:36]([CH3:37])[CH3:33])[CH:23]=[C:22]3[C:18]=2[C:19]2[CH:31]=[C:30]([CH3:32])[CH:29]=[N:28][C:20]=2[NH:21]3)[CH:14]=[CH:15][CH:16]=1)(=[O:10])=[O:9])[CH3:7]. The yield is 0.650. (6) The reactants are COCCO[AlH2-]OCCOC.[Na+].C([O:20][C:21]([CH:23]1[CH2:28][CH2:27][CH:26]([CH2:29][CH:30]=[C:31](F)[F:32])[CH2:25][CH2:24]1)=O)C1C=CC=CC=1.OS(O)(=O)=O. The catalyst is C1(C)C=CC=CC=1. The product is [F:32]/[CH:31]=[CH:30]/[CH2:29][CH:26]1[CH2:27][CH2:28][CH:23]([CH2:21][OH:20])[CH2:24][CH2:25]1. The yield is 1.00. (7) The reactants are [Br:1][C:2]1[C:3](Cl)=[N:4][C:5]([NH:8][C:9]2[CH:14]=[CH:13][C:12]([F:15])=[C:11]([Cl:16])[CH:10]=2)=[N:6][CH:7]=1.C(N(CC)C(C)C)(C)C.[N:27]1([CH2:32][CH2:33][NH2:34])[CH:31]=[CH:30][N:29]=[CH:28]1. The catalyst is CN1C(=O)CCC1. The product is [Br:1][C:2]1[C:3]([NH:34][CH2:33][CH2:32][N:27]2[CH:31]=[CH:30][N:29]=[CH:28]2)=[N:4][C:5]([NH:8][C:9]2[CH:14]=[CH:13][C:12]([F:15])=[C:11]([Cl:16])[CH:10]=2)=[N:6][CH:7]=1. The yield is 0.260. (8) The reactants are Br[C:2]1[CH:10]=[C:9]2[C:5]([CH:6]=[N:7][N:8]2[CH:11]2[CH2:16][CH2:15][CH2:14][CH2:13][O:12]2)=[CH:4][CH:3]=1.[CH2:17]([C:19]1[CH:24]=[C:23]([O:25][CH3:26])[C:22]([F:27])=[CH:21][C:20]=1B1OC(C)(C)C(C)(C)O1)[CH3:18].P([O-])([O-])([O-])=O.[K+].[K+].[K+]. The catalyst is O1CCOCC1.O.[Pd].C1(P(C2C=CC=CC=2)C2C=CC=CC=2)C=CC=CC=1.C1(P(C2C=CC=CC=2)C2C=CC=CC=2)C=CC=CC=1.C1(P(C2C=CC=CC=2)C2C=CC=CC=2)C=CC=CC=1.C1(P(C2C=CC=CC=2)C2C=CC=CC=2)C=CC=CC=1. The product is [CH2:17]([C:19]1[CH:24]=[C:23]([O:25][CH3:26])[C:22]([F:27])=[CH:21][C:20]=1[C:2]1[CH:10]=[C:9]2[C:5]([CH:6]=[N:7][N:8]2[CH:11]2[CH2:16][CH2:15][CH2:14][CH2:13][O:12]2)=[CH:4][CH:3]=1)[CH3:18]. The yield is 0.710. (9) The reactants are [S:1]1[CH:5]=[CH:4][CH:3]=[C:2]1[C:6]1[O:10][N:9]=[C:8]([CH:11]=O)[CH:7]=1.[CH3:13][O:14][C:15]1[CH:24]=[C:23]2[C:18]([N:19]=[CH:20][C:21]([S:25][CH2:26][CH2:27][N:28]3[CH2:33][CH2:32][CH:31]([NH2:34])[CH2:30][CH2:29]3)=[N:22]2)=[CH:17][CH:16]=1. No catalyst specified. The product is [CH3:13][O:14][C:15]1[CH:24]=[C:23]2[C:18]([N:19]=[CH:20][C:21]([S:25][CH2:26][CH2:27][N:28]3[CH2:29][CH2:30][CH:31]([NH:34][CH2:11][C:8]4[CH:7]=[C:6]([C:2]5[S:1][CH:5]=[CH:4][CH:3]=5)[O:10][N:9]=4)[CH2:32][CH2:33]3)=[N:22]2)=[CH:17][CH:16]=1. The yield is 0.520.